From a dataset of Catalyst prediction with 721,799 reactions and 888 catalyst types from USPTO. Predict which catalyst facilitates the given reaction. Reactant: ClCCCCS(N)(=O)=O.C1CNS(=O)(=O)CC1.C([O:21][CH2:22][CH2:23][CH2:24][CH2:25]Cl)(=O)C.[S:27]([O-:30])([O-:29])=[O:28].[Na+:31].[Na+].Cl. Product: [OH:21][CH2:22][CH2:23][CH2:24][CH2:25][S:27]([O-:30])(=[O:29])=[O:28].[Na+:31]. The catalyst class is: 88.